This data is from Forward reaction prediction with 1.9M reactions from USPTO patents (1976-2016). The task is: Predict the product of the given reaction. Given the reactants [F:1][C:2]([F:25])([F:24])[O:3][C:4]1[CH:23]=[CH:22][C:7]([O:8][CH:9]2[CH2:14][CH2:13][N:12](C(OC(C)(C)C)=O)[CH2:11][CH2:10]2)=[CH:6][CH:5]=1.N1(C(OC(C)(C)C)=O)CC=CCC1.Cl.C(=O)=O.[OH-].[Na+], predict the reaction product. The product is: [F:25][C:2]([F:1])([F:24])[O:3][C:4]1[CH:23]=[CH:22][C:7]([O:8][CH:9]2[CH2:10][CH2:11][NH:12][CH2:13][CH2:14]2)=[CH:6][CH:5]=1.